This data is from Aqueous solubility values for 9,982 compounds from the AqSolDB database. The task is: Regression/Classification. Given a drug SMILES string, predict its absorption, distribution, metabolism, or excretion properties. Task type varies by dataset: regression for continuous measurements (e.g., permeability, clearance, half-life) or binary classification for categorical outcomes (e.g., BBB penetration, CYP inhibition). For this dataset (solubility_aqsoldb), we predict Y. (1) The compound is COc1cc(S(=O)(=O)Nc2ccccc2)c(OC)cc1N. The Y is -4.06 log mol/L. (2) The compound is CC(=O)OC/C=C/c1ccccc1. The Y is -2.79 log mol/L.